This data is from Full USPTO retrosynthesis dataset with 1.9M reactions from patents (1976-2016). The task is: Predict the reactants needed to synthesize the given product. (1) Given the product [CH:1]([C:4]1[C:13]([N+:14]([O-:16])=[O:15])=[C:12]2[C:7]([CH:8]=[CH:9][CH:10]=[N:11]2)=[CH:6][CH:5]=1)([CH3:3])[CH3:2], predict the reactants needed to synthesize it. The reactants are: [CH:1]([C:4]1[CH:13]=[C:12]2[C:7]([CH:8]=[CH:9][CH:10]=[N:11]2)=[CH:6][CH:5]=1)([CH3:3])[CH3:2].[N+:14]([O-])([O-:16])=[O:15].[K+].OS(O)(=O)=O. (2) Given the product [N:16]1[CH:17]=[CH:18][C:13]([N:8]2[CH2:9][CH2:10][C:5]3([O:4][CH2:3][CH2:2][O:1]3)[CH2:6][CH2:7]2)=[CH:14][CH:15]=1, predict the reactants needed to synthesize it. The reactants are: [O:1]1[C:5]2([CH2:10][CH2:9][NH:8][CH2:7][CH2:6]2)[O:4][CH2:3][CH2:2]1.Br.Br[C:13]1[CH:18]=[CH:17][N:16]=[CH:15][CH:14]=1.CCN(C(C)C)C(C)C.